Task: Predict the product of the given reaction.. Dataset: Forward reaction prediction with 1.9M reactions from USPTO patents (1976-2016) (1) Given the reactants [C:1]1([C:11]2[CH:16]=[CH:15][C:14]([NH:17][C:18]3[CH:23]=[CH:22][C:21](C4C=CC=CC=4)=[CH:20][CH:19]=3)=[CH:13][CH:12]=2)[C:10]2[C:5](=CC=CC=2)[CH:4]=[CH:3][CH:2]=1.N[C:31]1[CH:44]=[CH:43][C:42]2C3C(=CC=CC=3)[CH:35]=[CH:34][C:33]=2[CH:32]=1, predict the reaction product. The product is: [C:11]1([C:1]2[CH:2]=[CH:3][CH:4]=[CH:5][CH:10]=2)[CH:16]=[CH:15][C:14]([NH:17][C:18]2[CH:19]=[CH:20][C:21]3[C:42]4[C:33](=[CH:32][CH:31]=[CH:44][CH:43]=4)[CH:34]=[CH:35][C:22]=3[CH:23]=2)=[CH:13][CH:12]=1. (2) The product is: [CH2:1]([O:8][C:9](=[O:10])[N:11]([CH2:12][CH2:13][CH2:14][C:15](=[O:17])[NH:48][C:42]1[C:43]([O:46][CH3:47])=[CH:44][CH:45]=[C:40]([O:39][CH3:38])[C:41]=1[NH2:49])[CH3:18])[C:2]1[CH:3]=[CH:4][CH:5]=[CH:6][CH:7]=1. Given the reactants [CH2:1]([O:8][C:9]([N:11]([CH3:18])[CH2:12][CH2:13][CH2:14][C:15]([OH:17])=O)=[O:10])[C:2]1[CH:7]=[CH:6][CH:5]=[CH:4][CH:3]=1.CCN(C(C)C)C(C)C.C1C=CC2N(O)N=NC=2C=1.[CH3:38][O:39][C:40]1[CH:45]=[CH:44][C:43]([O:46][CH3:47])=[C:42]([NH2:48])[C:41]=1[NH2:49], predict the reaction product. (3) Given the reactants [CH2:1]([O:8][C:9]1[CH:10]=[CH:11][C:12]([C@@H:20]([O:23][Si:24]([C:27]([CH3:30])([CH3:29])[CH3:28])([CH3:26])[CH3:25])[CH2:21]Br)=[C:13]2[C:18]=1[NH:17][C:16](=[O:19])[CH:15]=[CH:14]2)[C:2]1[CH:7]=[CH:6][CH:5]=[CH:4][CH:3]=1.[CH2:31]([N:38]1[CH2:43][CH2:42][CH:41]([CH2:44][NH2:45])[CH2:40][CH2:39]1)[C:32]1[CH:37]=[CH:36][CH:35]=[CH:34][CH:33]=1, predict the reaction product. The product is: [CH2:1]([O:8][C:9]1[CH:10]=[CH:11][C:12]([C@@H:20]([O:23][Si:24]([C:27]([CH3:30])([CH3:29])[CH3:28])([CH3:26])[CH3:25])[CH2:21][NH:45][CH2:44][CH:41]2[CH2:40][CH2:39][N:38]([CH2:31][C:32]3[CH:37]=[CH:36][CH:35]=[CH:34][CH:33]=3)[CH2:43][CH2:42]2)=[C:13]2[C:18]=1[NH:17][C:16](=[O:19])[CH:15]=[CH:14]2)[C:2]1[CH:7]=[CH:6][CH:5]=[CH:4][CH:3]=1. (4) Given the reactants Cl.C(OC(=O)[NH:8][C@H:9]([C:14]([N:16]1[CH2:19][CH:18]([F:20])[CH2:17]1)=[O:15])[C@@H:10]([CH3:13])[CH2:11][CH3:12])(C)(C)C, predict the reaction product. The product is: [NH2:8][C@@H:9]([C@@H:10]([CH3:13])[CH2:11][CH3:12])[C:14]([N:16]1[CH2:17][CH:18]([F:20])[CH2:19]1)=[O:15]. (5) The product is: [C:17]([O:16][C:14]([N:9]1[CH2:10][CH2:11][O:12][CH2:13][CH:8]1[C:7]([OH:2])=[O:6])=[O:15])([CH3:20])([CH3:19])[CH3:18]. Given the reactants C([O-])(O)=[O:2].[Na+].[OH:6][CH2:7][CH:8]1[CH2:13][O:12][CH2:11][CH2:10][N:9]1[C:14]([O:16][C:17]([CH3:20])([CH3:19])[CH3:18])=[O:15].[Na+].[Br-].ClN1C(=O)N(Cl)C(=O)N(Cl)C1=O, predict the reaction product. (6) Given the reactants C(=O)(OC(C)(C)C)[O:2][C:3]1[CH:4]=[C:5](Br)[CH:6]=[C:7]2[C:12]=1[N:11]=[CH:10][NH:9][C:8]2=[O:13].[CH3:21][O:22][C:23]1[CH:28]=[CH:27][C:26](B(O)O)=[CH:25][CH:24]=1, predict the reaction product. The product is: [OH:2][C:3]1[CH:4]=[C:5]([C:26]2[CH:27]=[CH:28][C:23]([O:22][CH3:21])=[CH:24][CH:25]=2)[CH:6]=[C:7]2[C:12]=1[N:11]=[CH:10][NH:9][C:8]2=[O:13]. (7) Given the reactants CN(C=O)C.CS(O[CH2:11][CH2:12][O:13][CH2:14][CH2:15][O:16][CH2:17][CH2:18][C:19]12[CH2:28][CH:23]3[CH2:24][CH:25]([CH2:27][CH:21]([CH2:22]3)[CH2:20]1)[CH2:26]2)(=O)=O.[N-:29]=[N+:30]=[N-:31].[Na+], predict the reaction product. The product is: [N:29]([CH2:11][CH2:12][O:13][CH2:14][CH2:15][O:16][CH2:17][CH2:18][C:19]12[CH2:28][CH:23]3[CH2:24][CH:25]([CH2:27][CH:21]([CH2:22]3)[CH2:20]1)[CH2:26]2)=[N+:30]=[N-:31]. (8) Given the reactants [CH3:1][S:2](Cl)(=[O:4])=[O:3].[Br:6][C:7]1[CH:8]=[C:9]([Cl:20])[C:10]([CH:13]2[CH2:18][CH:17]([OH:19])[CH2:16][CH2:15][O:14]2)=[N:11][CH:12]=1, predict the reaction product. The product is: [CH3:1][S:2]([O:19][CH:17]1[CH2:16][CH2:15][O:14][CH:13]([C:10]2[C:9]([Cl:20])=[CH:8][C:7]([Br:6])=[CH:12][N:11]=2)[CH2:18]1)(=[O:4])=[O:3]. (9) Given the reactants [F:1][C:2]1[CH:3]=[C:4]([CH:16]=[CH:17][CH:18]=1)[CH2:5][O:6][C:7]1[CH:12]=[CH:11][C:10]([CH2:13][CH2:14][OH:15])=[CH:9][CH:8]=1.[N-:19]=[C:20]=[O:21].[K+].FC(F)(F)C(O)=O, predict the reaction product. The product is: [F:1][C:2]1[CH:3]=[C:4]([CH:16]=[CH:17][CH:18]=1)[CH2:5][O:6][C:7]1[CH:12]=[CH:11][C:10]([CH2:13][CH2:14][O:15][C:20](=[O:21])[NH2:19])=[CH:9][CH:8]=1. (10) Given the reactants [NH2:1][C:2]1[CH:7]=[CH:6][C:5]([NH:8][C:9]([C:11]2[C:12]([C:17]3[CH:22]=[CH:21][C:20]([C:23]([F:26])([F:25])[F:24])=[CH:19][CH:18]=3)=[CH:13][CH:14]=[CH:15][CH:16]=2)=[O:10])=[CH:4][CH:3]=1.[C:27]([O:31][C:32]([NH:34][C:35]1[N:40]=[C:39]([CH2:41][C:42](O)=[O:43])[CH:38]=[CH:37][CH:36]=1)=[O:33])([CH3:30])([CH3:29])[CH3:28].C1C=CC2N(O)N=NC=2C=1.CCN=C=NCCCN(C)C.Cl, predict the reaction product. The product is: [O:43]=[C:42]([NH:1][C:2]1[CH:7]=[CH:6][C:5]([NH:8][C:9]([C:11]2[CH:16]=[CH:15][CH:14]=[CH:13][C:12]=2[C:17]2[CH:22]=[CH:21][C:20]([C:23]([F:24])([F:25])[F:26])=[CH:19][CH:18]=2)=[O:10])=[CH:4][CH:3]=1)[CH2:41][C:39]1[N:40]=[C:35]([NH:34][C:32](=[O:33])[O:31][C:27]([CH3:29])([CH3:28])[CH3:30])[CH:36]=[CH:37][CH:38]=1.